The task is: Predict the product of the given reaction.. This data is from Forward reaction prediction with 1.9M reactions from USPTO patents (1976-2016). (1) Given the reactants [N:1]1([C:7](=[S:28])[C:8]([NH:10][C:11]2[CH:12]=[C:13]3[C:18](=[CH:19][CH:20]=2)[CH2:17][N:16]([C:21]([O:23][C:24]([CH3:27])([CH3:26])[CH3:25])=[O:22])[CH2:15][CH2:14]3)=[O:9])CCOCC1.O.[NH2:30]N.O.Cl, predict the reaction product. The product is: [NH:1]([C:7](=[S:28])[C:8]([NH:10][C:11]1[CH:12]=[C:13]2[C:18](=[CH:19][CH:20]=1)[CH2:17][N:16]([C:21]([O:23][C:24]([CH3:27])([CH3:26])[CH3:25])=[O:22])[CH2:15][CH2:14]2)=[O:9])[NH2:30]. (2) Given the reactants [C:1]([O:5][C:6](=[O:9])[CH2:7][Br:8])([CH3:4])([CH3:3])[CH3:2].[CH3:10][C:11]1[N:12]=[C:13]([NH2:17])[S:14][C:15]=1[CH3:16], predict the reaction product. The product is: [BrH:8].[C:1]([O:5][C:6](=[O:9])[CH2:7][N:12]1[C:11]([CH3:10])=[C:15]([CH3:16])[S:14][C:13]1=[NH:17])([CH3:4])([CH3:3])[CH3:2]. (3) Given the reactants C([Si]([O:8][CH2:9][CH2:10][CH2:11][O:12][C:13]1[C:18]([Cl:19])=[CH:17][C:16]([CH3:20])=[CH:15][C:14]=1[Cl:21])(C)C)(C)(C)C.[F-].C([N+](CCCC)(CCCC)CCCC)CCC, predict the reaction product. The product is: [Cl:19][C:18]1[CH:17]=[C:16]([CH3:20])[CH:15]=[C:14]([Cl:21])[C:13]=1[O:12][CH2:11][CH2:10][CH2:9][OH:8].